This data is from Forward reaction prediction with 1.9M reactions from USPTO patents (1976-2016). The task is: Predict the product of the given reaction. (1) Given the reactants C1CC[CH:4]([N:7]=C=NC2CCCCC2)CC1.[C:16]([OH:24])(=[O:23])[C:17]1[CH:22]=[CH:21][CH:20]=[CH:19]C=1.[CH3:25]O.[CH2:27]([Cl:29])Cl, predict the reaction product. The product is: [CH3:25][O:24][C:16](=[O:23])[C:17]1[CH:22]=[C:21]([C:4]#[N:7])[CH:20]=[CH:19][C:27]=1[Cl:29]. (2) Given the reactants [Cl:1][C:2]1[C:11]2[C:6](=[CH:7][C:8]([N+:12]([O-])=O)=[CH:9][CH:10]=2)[C:5]([Cl:15])=[N:4][N:3]=1.[NH4+].[Cl-], predict the reaction product. The product is: [Cl:1][C:2]1[C:11]2[C:6](=[CH:7][C:8]([NH2:12])=[CH:9][CH:10]=2)[C:5]([Cl:15])=[N:4][N:3]=1. (3) Given the reactants [F:1][C:2]([F:20])([S:16]([F:19])(=[O:18])=[O:17])[C:3]([NH:5][NH:6][C:7](=[O:15])[C:8]([S:11]([F:14])(=[O:13])=[O:12])([F:10])[F:9])=O.OS(O)(=O)=O.O=S(=O)=O, predict the reaction product. The product is: [F:1][C:2]([F:20])([S:16]([F:19])(=[O:18])=[O:17])[C:3]1[O:15][C:7]([C:8]([F:10])([F:9])[S:11]([F:14])(=[O:13])=[O:12])=[N:6][N:5]=1. (4) Given the reactants Cl.C([N:9]1[CH2:13][CH2:12][C@@H:11]([C:14]([C:23]2[CH:28]=[CH:27][CH:26]=[CH:25][CH:24]=2)([C:17]2[CH:22]=[CH:21][CH:20]=[CH:19][CH:18]=2)[C:15]#[N:16])[CH2:10]1)C1C=CC=CC=1.C([O-])=O.[NH4+].O, predict the reaction product. The product is: [C:17]1([C:14]([C:23]2[CH:28]=[CH:27][CH:26]=[CH:25][CH:24]=2)([C@@H:11]2[CH2:12][CH2:13][NH:9][CH2:10]2)[C:15]#[N:16])[CH:18]=[CH:19][CH:20]=[CH:21][CH:22]=1. (5) Given the reactants [C:1]1([C:7]2(O[CH:11]2[C:13]2[CH:18]=[CH:17][N:16]=[CH:15][CH:14]=2)[C:8](=O)[CH3:9])[CH:6]=[CH:5][CH:4]=[CH:3][CH:2]=1.[NH2:19][NH2:20], predict the reaction product. The product is: [CH3:9][C:8]1[C:7]([C:1]2[CH:6]=[CH:5][CH:4]=[CH:3][CH:2]=2)=[C:11]([C:13]2[CH:18]=[CH:17][N:16]=[CH:15][CH:14]=2)[NH:20][N:19]=1. (6) Given the reactants [Cl:1][C:2]1[CH:3]=[C:4]([CH:29]=[CH:30][C:31]=1[O:32][CH:33]([CH3:35])[CH3:34])[C:5]([NH:7][C@H:8]([CH2:26][CH2:27][OH:28])[CH2:9][C:10]1[CH:15]=[CH:14][C:13]([C:16]2[N:17]=[C:18]([C:22](=NO)[CH3:23])[N:19]([CH3:21])[CH:20]=2)=[CH:12][CH:11]=1)=[O:6].[C:36]([O-:39])([O-])=O.[K+].[K+].[C:42](C(N)CBr)(OC(C)(C)C)=[O:43], predict the reaction product. The product is: [Cl:1][C:2]1[CH:3]=[C:4]([CH:29]=[CH:30][C:31]=1[O:32][CH:33]([CH3:34])[CH3:35])[C:5]([NH:7][C@H:8]([CH2:26][CH2:27][OH:28])[CH2:9][C:10]1[CH:15]=[CH:14][C:13]([C:16]2[N:17]=[C:18]([C:22]3([CH3:23])[O:39][CH2:36][CH2:42][O:43]3)[N:19]([CH3:21])[CH:20]=2)=[CH:12][CH:11]=1)=[O:6]. (7) Given the reactants [Br:1][C:2]1[CH:3]=[C:4]([C:9]2[CH:14]=[CH:13][CH:12]=[CH:11][CH:10]=2)[CH:5]=[C:6](I)[CH:7]=1.[C:15]1([N:21]2C3C=CC(B(O)O)=CC=3[C:27]3[C:22]2=[CH:23][CH:24]=[CH:25][CH:26]=3)[CH:20]=[CH:19][CH:18]=[CH:17][CH:16]=1.C([O-])([O-])=O.[K+].[K+], predict the reaction product. The product is: [Br:1][C:2]1[CH:3]=[C:4]([C:9]2[CH:14]=[CH:13][C:12]3[N:21]([C:22]4[CH:27]=[CH:26][CH:25]=[CH:24][CH:23]=4)[C:15]4[C:16]([C:11]=3[CH:10]=2)=[CH:17][CH:18]=[CH:19][CH:20]=4)[CH:5]=[C:6]([C:2]2[CH:3]=[CH:4][CH:5]=[CH:6][CH:7]=2)[CH:7]=1. (8) Given the reactants [CH:1]([C:3]1[C:11]([O:12][CH3:13])=[CH:10][C:9]([O:14][CH3:15])=[CH:8][C:4]=1[C:5](O)=[O:6])=O.O.[NH2:17][NH2:18], predict the reaction product. The product is: [CH3:13][O:12][C:11]1[CH:10]=[C:9]([O:14][CH3:15])[CH:8]=[C:4]2[C:3]=1[CH:1]=[N:17][NH:18][C:5]2=[O:6]. (9) Given the reactants [CH3:1][S:2][C:3]1[N:4]([C:13]2[CH:18]=[CH:17][C:16]([O:19][CH2:20][C:21]([F:24])([F:23])[F:22])=[CH:15][CH:14]=2)[C:5](=[O:12])[C:6]2[CH:11]=[CH:10][NH:9][C:7]=2[N:8]=1.C(O)(=[O:27])C.C(O)(=O)C.I(C1C=CC=CC=1)=O, predict the reaction product. The product is: [CH3:1][S:2][C:3]1[N:4]([C:13]2[CH:14]=[CH:15][C:16]([O:19][CH2:20][C:21]([F:24])([F:22])[F:23])=[CH:17][CH:18]=2)[C:5](=[O:12])[C:6]2[CH2:11][C:10](=[O:27])[NH:9][C:7]=2[N:8]=1. (10) Given the reactants [CH3:1][O:2][C:3]1[CH:4]=[CH:5][C:6]2[C:10]([O:11][C:12]3[CH:17]=[CH:16][C:15]([O:18][CH2:19][CH2:20][N:21]4[CH2:26][CH2:25][CH2:24][CH2:23][CH2:22]4)=[CH:14][CH:13]=3)=[C:9]([C:27]3[CH:28]=[C:29]4[C:33](=[CH:34][CH:35]=3)[C:32](=[O:36])[NH:31][CH2:30]4)[S:8][C:7]=2[CH:37]=1.[ClH:38].C(OCC)C, predict the reaction product. The product is: [ClH:38].[CH3:1][O:2][C:3]1[CH:4]=[CH:5][C:6]2[C:10]([O:11][C:12]3[CH:13]=[CH:14][C:15]([O:18][CH2:19][CH2:20][N:21]4[CH2:22][CH2:23][CH2:24][CH2:25][CH2:26]4)=[CH:16][CH:17]=3)=[C:9]([C:27]3[CH:28]=[C:29]4[C:33](=[CH:34][CH:35]=3)[C:32](=[O:36])[NH:31][CH2:30]4)[S:8][C:7]=2[CH:37]=1.